Dataset: Merck oncology drug combination screen with 23,052 pairs across 39 cell lines. Task: Regression. Given two drug SMILES strings and cell line genomic features, predict the synergy score measuring deviation from expected non-interaction effect. (1) Drug 1: CCC1=CC2CN(C1)Cc1c([nH]c3ccccc13)C(C(=O)OC)(c1cc3c(cc1OC)N(C)C1C(O)(C(=O)OC)C(OC(C)=O)C4(CC)C=CCN5CCC31C54)C2. Drug 2: C#Cc1cccc(Nc2ncnc3cc(OCCOC)c(OCCOC)cc23)c1. Cell line: A375. Synergy scores: synergy=52.3. (2) Synergy scores: synergy=-0.566. Drug 1: COC12C(COC(N)=O)C3=C(C(=O)C(C)=C(N)C3=O)N1CC1NC12. Drug 2: O=C(O)C1(Cc2cccc(Nc3nccs3)n2)CCC(Oc2cccc(Cl)c2F)CC1. Cell line: A2780. (3) Drug 1: CC(=O)OC1C(=O)C2(C)C(O)CC3OCC3(OC(C)=O)C2C(OC(=O)c2ccccc2)C2(O)CC(OC(=O)C(O)C(NC(=O)c3ccccc3)c3ccccc3)C(C)=C1C2(C)C. Drug 2: Cn1cc(-c2cnn3c(N)c(Br)c(C4CCCNC4)nc23)cn1. Cell line: HT144. Synergy scores: synergy=9.68. (4) Drug 2: CCc1cnn2c(NCc3ccc[n+]([O-])c3)cc(N3CCCCC3CCO)nc12. Synergy scores: synergy=-6.72. Cell line: A375. Drug 1: CCC1(O)C(=O)OCc2c1cc1n(c2=O)Cc2cc3c(CN(C)C)c(O)ccc3nc2-1. (5) Drug 1: N.N.O=C(O)C1(C(=O)O)CCC1.[Pt]. Drug 2: CCc1cnn2c(NCc3ccc[n+]([O-])c3)cc(N3CCCCC3CCO)nc12. Cell line: COLO320DM. Synergy scores: synergy=-5.21.